Regression. Given a peptide amino acid sequence and an MHC pseudo amino acid sequence, predict their binding affinity value. This is MHC class II binding data. From a dataset of Peptide-MHC class II binding affinity with 134,281 pairs from IEDB. (1) The peptide sequence is FKPFAEYKSDYVYEP. The MHC is HLA-DPA10301-DPB10402 with pseudo-sequence HLA-DPA10301-DPB10402. The binding affinity (normalized) is 0.142. (2) The peptide sequence is KKIEGVHGGTWVSATLE. The MHC is HLA-DQA10201-DQB10402 with pseudo-sequence HLA-DQA10201-DQB10402. The binding affinity (normalized) is 0.375. (3) The peptide sequence is KAIKESTGGAYDTYK. The MHC is HLA-DQA10101-DQB10501 with pseudo-sequence HLA-DQA10101-DQB10501. The binding affinity (normalized) is 0.